Dataset: Peptide-MHC class II binding affinity with 134,281 pairs from IEDB. Task: Regression. Given a peptide amino acid sequence and an MHC pseudo amino acid sequence, predict their binding affinity value. This is MHC class II binding data. (1) The peptide sequence is GFKVAATAANAAPAN. The MHC is DRB1_0802 with pseudo-sequence DRB1_0802. The binding affinity (normalized) is 0.537. (2) The peptide sequence is FDKFLANVSTVLTGK. The MHC is DRB1_0405 with pseudo-sequence DRB1_0405. The binding affinity (normalized) is 0.110. (3) The peptide sequence is FVVTGRVYCDPCRAG. The MHC is DRB1_1602 with pseudo-sequence DRB1_1602. The binding affinity (normalized) is 0.0473. (4) The peptide sequence is ASEGAVDIINRWQVV. The MHC is DRB5_0101 with pseudo-sequence DRB5_0101. The binding affinity (normalized) is 0.251. (5) The peptide sequence is WQTLSAALDAQAVEL. The MHC is HLA-DPA10103-DPB10401 with pseudo-sequence HLA-DPA10103-DPB10401. The binding affinity (normalized) is 0.254. (6) The peptide sequence is AAFQAAHARFVAAAA. The MHC is DRB1_0101 with pseudo-sequence DRB1_0101. The binding affinity (normalized) is 0.612. (7) The MHC is DRB1_0401 with pseudo-sequence DRB1_0401. The peptide sequence is LGFVFTLTVPSERGHHHHHH. The binding affinity (normalized) is 0.552.